From a dataset of Full USPTO retrosynthesis dataset with 1.9M reactions from patents (1976-2016). Predict the reactants needed to synthesize the given product. (1) Given the product [C:1]([O:13][CH2:12][CH2:11][CH2:10][O:9][N+:6]([O-:8])=[O:7])(=[O:4])[CH2:2][CH3:3], predict the reactants needed to synthesize it. The reactants are: [C:1](Cl)(=[O:4])[CH2:2][CH3:3].[N+:6]([O:9][CH2:10][CH2:11][CH2:12][OH:13])([O-:8])=[O:7].C(N(CC)CC)C. (2) Given the product [CH3:1][O:2][C:3]1[CH:10]=[C:9]([O:11][CH3:12])[CH:8]=[CH:7][C:4]=1[CH2:5][N:6]([S:28]([C:21]1[C:20]([F:19])=[CH:25][C:24]([F:26])=[CH:23][C:22]=1[F:27])(=[O:30])=[O:29])[C:32](=[O:33])[O:34][C:35]([CH3:38])([CH3:37])[CH3:36], predict the reactants needed to synthesize it. The reactants are: [CH3:1][O:2][C:3]1[CH:10]=[C:9]([O:11][CH3:12])[CH:8]=[CH:7][C:4]=1[CH2:5][NH2:6].N1C=CC=CC=1.[F:19][C:20]1[CH:25]=[C:24]([F:26])[CH:23]=[C:22]([F:27])[C:21]=1[S:28](Cl)(=[O:30])=[O:29].[C:32](O[C:32]([O:34][C:35]([CH3:38])([CH3:37])[CH3:36])=[O:33])([O:34][C:35]([CH3:38])([CH3:37])[CH3:36])=[O:33].CN(C1C=CC=CN=1)C. (3) Given the product [CH2:15]([N:22]1[CH2:27][CH2:26][C:25]([OH:28])([C:2]2[CH:3]=[N:4][CH:5]=[CH:6][C:7]=2[CH2:8][OH:9])[CH2:24][CH2:23]1)[C:16]1[CH:17]=[CH:18][CH:19]=[CH:20][CH:21]=1, predict the reactants needed to synthesize it. The reactants are: Br[C:2]1[CH:3]=[N:4][CH:5]=[CH:6][C:7]=1[CH2:8][OH:9].CC([Mg]Cl)C.[CH2:15]([N:22]1[CH2:27][CH2:26][C:25](=[O:28])[CH2:24][CH2:23]1)[C:16]1[CH:21]=[CH:20][CH:19]=[CH:18][CH:17]=1. (4) Given the product [CH2:1]([N:8]1[CH2:13][CH2:12][CH:11]([NH:14][CH2:15][C:16]2[N:17]=[C:18]([CH2:21][O:22][Si:34]([C:30]([CH3:33])([CH3:32])[CH3:31])([CH3:37])[CH3:36])[NH:19][CH:20]=2)[CH2:10][CH2:9]1)[C:2]1[CH:3]=[CH:4][CH:5]=[CH:6][CH:7]=1, predict the reactants needed to synthesize it. The reactants are: [CH2:1]([N:8]1[CH2:13][CH2:12][CH:11]([NH:14][CH2:15][C:16]2[N:17]=[C:18]([CH2:21][OH:22])[NH:19][CH:20]=2)[CH2:10][CH2:9]1)[C:2]1[CH:7]=[CH:6][CH:5]=[CH:4][CH:3]=1.C(N(CC)CC)C.[C:30]([Si:34]([CH3:37])([CH3:36])Cl)([CH3:33])([CH3:32])[CH3:31]. (5) Given the product [CH2:1]([O:3][C:4](=[O:15])[C:5]1[CH:10]=[C:9]([CH3:11])[N:8]=[C:7]([CH2:12][CH2:13][CH3:14])[CH:6]=1)[CH3:2], predict the reactants needed to synthesize it. The reactants are: [CH2:1]([O:3][C:4](=[O:15])[C:5]1[CH:10]=[C:9]([CH3:11])[N:8]=[C:7]([CH:12]=[CH:13][CH3:14])[CH:6]=1)[CH3:2]. (6) Given the product [F:29][C:11]1[CH:12]=[C:13]([O:17][C@H:18]2[CH2:23][CH2:22][CH2:21][CH2:20][C@H:19]2[N:24]2[CH:28]=[CH:27][N:26]=[CH:25]2)[C:14]([F:16])=[CH:15][C:10]=1[S:7]([NH:6][C:30]1[CH:35]=[CH:34][N:33]=[CH:32][N:31]=1)(=[O:8])=[O:9], predict the reactants needed to synthesize it. The reactants are: COC1C=C(OC)C=CC=1C[N:6]([C:30]1[CH:35]=[CH:34][N:33]=[CH:32][N:31]=1)[S:7]([C:10]1[CH:15]=[C:14]([F:16])[C:13]([O:17][C@H:18]2[CH2:23][CH2:22][CH2:21][CH2:20][C@@H:19]2[N:24]2[CH:28]=[CH:27][N:26]=[CH:25]2)=[CH:12][C:11]=1[F:29])(=[O:9])=[O:8].C([SiH](CC)CC)C.FC(F)(F)C(O)=O. (7) Given the product [Cl:9][C:3]1[CH:4]=[C:5]([OH:8])[CH:6]=[CH:7][C:2]=1[NH:1][C:16](=[O:24])[O:17][C:18]1[CH:23]=[CH:22][CH:21]=[CH:20][CH:19]=1, predict the reactants needed to synthesize it. The reactants are: [NH2:1][C:2]1[CH:7]=[CH:6][C:5]([OH:8])=[CH:4][C:3]=1[Cl:9].N1C=CC=CC=1.[C:16](Cl)(=[O:24])[O:17][C:18]1[CH:23]=[CH:22][CH:21]=[CH:20][CH:19]=1.Cl.